This data is from NCI-60 drug combinations with 297,098 pairs across 59 cell lines. The task is: Regression. Given two drug SMILES strings and cell line genomic features, predict the synergy score measuring deviation from expected non-interaction effect. (1) Drug 1: CC1=C(C(CCC1)(C)C)C=CC(=CC=CC(=CC(=O)O)C)C. Drug 2: CC(C)(C#N)C1=CC(=CC(=C1)CN2C=NC=N2)C(C)(C)C#N. Cell line: SNB-19. Synergy scores: CSS=1.20, Synergy_ZIP=-0.674, Synergy_Bliss=-0.478, Synergy_Loewe=-1.01, Synergy_HSA=-1.00. (2) Drug 1: CC(CN1CC(=O)NC(=O)C1)N2CC(=O)NC(=O)C2. Drug 2: CCCCCOC(=O)NC1=NC(=O)N(C=C1F)C2C(C(C(O2)C)O)O. Cell line: BT-549. Synergy scores: CSS=10.4, Synergy_ZIP=-2.23, Synergy_Bliss=2.46, Synergy_Loewe=-4.22, Synergy_HSA=0.840. (3) Drug 1: C1=CC(=CC=C1CCC2=CNC3=C2C(=O)NC(=N3)N)C(=O)NC(CCC(=O)O)C(=O)O. Drug 2: CS(=O)(=O)OCCCCOS(=O)(=O)C. Cell line: MDA-MB-435. Synergy scores: CSS=3.05, Synergy_ZIP=1.49, Synergy_Bliss=3.37, Synergy_Loewe=-80.3, Synergy_HSA=-6.52. (4) Drug 1: CC1=C(C=C(C=C1)NC2=NC=CC(=N2)N(C)C3=CC4=NN(C(=C4C=C3)C)C)S(=O)(=O)N.Cl. Drug 2: CN(C)C1=NC(=NC(=N1)N(C)C)N(C)C. Cell line: HOP-62. Synergy scores: CSS=-3.56, Synergy_ZIP=0.107, Synergy_Bliss=-1.30, Synergy_Loewe=-9.75, Synergy_HSA=-6.08. (5) Drug 1: CCCCC(=O)OCC(=O)C1(CC(C2=C(C1)C(=C3C(=C2O)C(=O)C4=C(C3=O)C=CC=C4OC)O)OC5CC(C(C(O5)C)O)NC(=O)C(F)(F)F)O. Drug 2: C1C(C(OC1N2C=NC(=NC2=O)N)CO)O. Cell line: A549. Synergy scores: CSS=28.1, Synergy_ZIP=-4.01, Synergy_Bliss=-6.55, Synergy_Loewe=-7.36, Synergy_HSA=-7.28. (6) Drug 1: CC1OCC2C(O1)C(C(C(O2)OC3C4COC(=O)C4C(C5=CC6=C(C=C35)OCO6)C7=CC(=C(C(=C7)OC)O)OC)O)O. Drug 2: C1=CC(=CC=C1CCCC(=O)O)N(CCCl)CCCl. Cell line: COLO 205. Synergy scores: CSS=74.7, Synergy_ZIP=8.30, Synergy_Bliss=6.21, Synergy_Loewe=9.35, Synergy_HSA=11.5. (7) Drug 1: C1=CN(C=N1)CC(O)(P(=O)(O)O)P(=O)(O)O. Drug 2: C1CNP(=O)(OC1)N(CCCl)CCCl. Cell line: BT-549. Synergy scores: CSS=-1.22, Synergy_ZIP=1.15, Synergy_Bliss=-0.600, Synergy_Loewe=-1.46, Synergy_HSA=-1.85. (8) Drug 1: CC12CCC3C(C1CCC2=O)CC(=C)C4=CC(=O)C=CC34C. Drug 2: C1=NC2=C(N1)C(=S)N=C(N2)N. Cell line: SW-620. Synergy scores: CSS=30.3, Synergy_ZIP=-4.33, Synergy_Bliss=2.47, Synergy_Loewe=-13.7, Synergy_HSA=2.18. (9) Drug 1: COC1=CC(=CC(=C1O)OC)C2C3C(COC3=O)C(C4=CC5=C(C=C24)OCO5)OC6C(C(C7C(O6)COC(O7)C8=CC=CS8)O)O. Drug 2: CC1=C2C(C(=O)C3(C(CC4C(C3C(C(C2(C)C)(CC1OC(=O)C(C(C5=CC=CC=C5)NC(=O)OC(C)(C)C)O)O)OC(=O)C6=CC=CC=C6)(CO4)OC(=O)C)O)C)O. Cell line: OVCAR-8. Synergy scores: CSS=39.6, Synergy_ZIP=-2.22, Synergy_Bliss=-3.15, Synergy_Loewe=-3.78, Synergy_HSA=-1.39.